Dataset: NCI-60 drug combinations with 297,098 pairs across 59 cell lines. Task: Regression. Given two drug SMILES strings and cell line genomic features, predict the synergy score measuring deviation from expected non-interaction effect. Drug 1: CN(C)C1=NC(=NC(=N1)N(C)C)N(C)C. Drug 2: CC(C)CN1C=NC2=C1C3=CC=CC=C3N=C2N. Cell line: SN12C. Synergy scores: CSS=-0.288, Synergy_ZIP=0.301, Synergy_Bliss=0.206, Synergy_Loewe=0.109, Synergy_HSA=-1.21.